The task is: Predict the reactants needed to synthesize the given product.. This data is from Full USPTO retrosynthesis dataset with 1.9M reactions from patents (1976-2016). (1) The reactants are: Cl[CH:2]([C:31]1[C:32]([CH3:37])=[N:33][O:34][C:35]=1[CH3:36])[C:3]1[O:4][C:5]2[CH:11]=[CH:10][C:9]([CH2:12][C:13]([NH:15][CH:16]([C:23]3[CH:28]=[CH:27][C:26]([CH3:29])=[CH:25][C:24]=3[CH3:30])[C:17]3[CH:22]=[CH:21][CH:20]=[CH:19][CH:18]=3)=[O:14])=[CH:8][C:6]=2[CH:7]=1.Cl.[NH2:39][CH2:40][C:41]([NH2:43])=[O:42].ClCOC(C)C. Given the product [NH2:43][C:41](=[O:42])[CH2:40][NH:39][CH:2]([C:31]1[C:32]([CH3:37])=[N:33][O:34][C:35]=1[CH3:36])[C:3]1[O:4][C:5]2[CH:11]=[CH:10][C:9]([CH2:12][C:13]([NH:15][CH:16]([C:23]3[CH:28]=[CH:27][C:26]([CH3:29])=[CH:25][C:24]=3[CH3:30])[C:17]3[CH:22]=[CH:21][CH:20]=[CH:19][CH:18]=3)=[O:14])=[CH:8][C:6]=2[CH:7]=1, predict the reactants needed to synthesize it. (2) Given the product [CH:1]1([CH3:12])[CH2:6][CH2:5][CH:4]([C:7]([OH:10])([CH3:9])[CH3:8])[CH:3]([OH:11])[CH2:2]1.[CH3:8][C:7](=[CH:4][CH2:5][CH2:6][CH:1]([CH2:2][CH:3]=[O:11])[CH3:12])[CH3:9], predict the reactants needed to synthesize it. The reactants are: [CH:1]1([CH3:12])[CH2:6][CH2:5][CH:4]([C:7]([OH:10])([CH3:9])[CH3:8])[CH:3]([OH:11])[CH2:2]1. (3) Given the product [CH3:8][N:9]([CH:4]1[CH2:5][CH2:6][S:1][CH2:2][CH2:3]1)[C:21]([C:19]1[CH:18]=[CH:17][C:16]2=[N:12][O:13][N:14]=[C:15]2[CH:20]=1)=[O:22], predict the reactants needed to synthesize it. The reactants are: [S:1]1[CH2:6][CH2:5][C:4](=O)[CH2:3][CH2:2]1.[CH3:8][NH2:9].[Li+].[BH4-].[N:12]1[O:13][N:14]=[C:15]2[CH:20]=[C:19]([C:21](Cl)=[O:22])[CH:18]=[CH:17][C:16]=12. (4) Given the product [ClH:42].[F:1][C:2]1[CH:3]=[C:4]([NH:25][C:26]([C:28]2[C:29](=[O:41])[N:30]([C:35]3[CH:36]=[CH:37][CH:38]=[CH:39][CH:40]=3)[N:31]([CH3:34])[C:32]=2[CH3:33])=[O:27])[CH:5]=[CH:6][C:7]=1[O:8][C:9]1[C:18]2[C:13](=[CH:14][C:15]([O:19][CH2:20][C:21]([OH:24])([CH3:23])[CH3:22])=[CH:16][CH:17]=2)[N:12]=[CH:11][CH:10]=1, predict the reactants needed to synthesize it. The reactants are: [F:1][C:2]1[CH:3]=[C:4]([NH:25][C:26]([C:28]2[C:29](=[O:41])[N:30]([C:35]3[CH:40]=[CH:39][CH:38]=[CH:37][CH:36]=3)[N:31]([CH3:34])[C:32]=2[CH3:33])=[O:27])[CH:5]=[CH:6][C:7]=1[O:8][C:9]1[C:18]2[C:13](=[CH:14][C:15]([O:19][CH2:20][C:21]([OH:24])([CH3:23])[CH3:22])=[CH:16][CH:17]=2)[N:12]=[CH:11][CH:10]=1.[ClH:42]. (5) Given the product [CH2:1]([C:3]1[CH:4]=[C:5]([C:12]2([C:14]3[C:23]4[C:18](=[CH:19][CH:20]=[CH:21][CH:22]=4)[CH:17]=[CH:16][CH:15]=3)[O:35][CH2:24][CH2:34][O:13]2)[CH:6]=[CH:7][C:8]=1[N+:9]([O-:11])=[O:10])[CH3:2], predict the reactants needed to synthesize it. The reactants are: [CH2:1]([C:3]1[CH:4]=[C:5]([C:12]([C:14]2[C:23]3[C:18](=[CH:19][CH:20]=[CH:21][CH:22]=3)[CH:17]=[CH:16][CH:15]=2)=[O:13])[CH:6]=[CH:7][C:8]=1[N+:9]([O-:11])=[O:10])[CH3:2].[C:24]1([CH3:34])C=CC(S(O)(=O)=O)=CC=1.[OH2:35]. (6) Given the product [NH2:1][C:2]1[N:7]=[CH:6][N:5]=[C:4]2[N:8]([CH:12]([C:14]3[O:15][C:16]4[C:21]([C:22](=[O:31])[C:23]=3[C:24]3[CH:29]=[CH:28][CH:27]=[C:26]([F:30])[CH:25]=3)=[CH:20][CH:19]=[CH:18][CH:17]=4)[CH3:13])[N:9]=[C:10]([C:39]3[CH:40]=[C:41]4[C:36](=[CH:37][CH:38]=3)[NH:35][CH:34]=[C:33]4[CH3:32])[C:3]=12, predict the reactants needed to synthesize it. The reactants are: [NH2:1][C:2]1[N:7]=[CH:6][N:5]=[C:4]2[N:8]([CH:12]([C:14]3[O:15][C:16]4[C:21]([C:22](=[O:31])[C:23]=3[C:24]3[CH:29]=[CH:28][CH:27]=[C:26]([F:30])[CH:25]=3)=[CH:20][CH:19]=[CH:18][CH:17]=4)[CH3:13])[N:9]=[C:10](I)[C:3]=12.[CH3:32][C:33]1[C:41]2[C:36](=[CH:37][CH:38]=[C:39](B3OC(C)(C)C(C)(C)O3)[CH:40]=2)[NH:35][CH:34]=1.C(=O)([O-])[O-].[Na+].[Na+].ClCCl. (7) Given the product [C:23]([O:15][CH2:11][CH3:10])(=[O:27])[CH3:22].[ClH:16].[N:31]1([CH2:30][CH2:29][CH2:28][O:27][C:23]2[CH:22]=[C:21]3[C:26]([C:17]([C:10]4[C:9]5[C:13](=[CH:14][C:6]([CH2:3][CH2:4][CH3:5])=[CH:7][CH:8]=5)[NH:12][C:11]=4[OH:15])=[N:18][CH:19]=[N:20]3)=[CH:25][CH:24]=2)[CH2:36][CH2:35][O:34][CH2:33][CH2:32]1, predict the reactants needed to synthesize it. The reactants are: [H-].[Na+].[CH2:3]([C:6]1[CH:14]=[C:13]2[C:9]([CH2:10][C:11](=[O:15])[NH:12]2)=[CH:8][CH:7]=1)[CH2:4][CH3:5].[Cl:16][C:17]1[C:26]2[C:21](=[CH:22][C:23]([O:27][CH2:28][CH2:29][CH2:30][N:31]3[CH2:36][CH2:35][O:34][CH2:33][CH2:32]3)=[CH:24][CH:25]=2)[N:20]=[CH:19][N:18]=1.